Dataset: CYP1A2 inhibition data for predicting drug metabolism from PubChem BioAssay. Task: Regression/Classification. Given a drug SMILES string, predict its absorption, distribution, metabolism, or excretion properties. Task type varies by dataset: regression for continuous measurements (e.g., permeability, clearance, half-life) or binary classification for categorical outcomes (e.g., BBB penetration, CYP inhibition). Dataset: cyp1a2_veith. (1) The molecule is Cc1ccc(S(=O)(=O)OCC(=O)O)cc1. The result is 0 (non-inhibitor). (2) The compound is COCCNC(=O)c1cn(Cc2c(F)cccc2Cl)nn1. The result is 0 (non-inhibitor). (3) The molecule is Cc1cccc(C(=O)N2CCC(c3nc(-c4ccc(S(=O)(=O)N5CCOCC5)cc4)no3)CC2)c1. The result is 0 (non-inhibitor).